This data is from Peptide-MHC class I binding affinity with 185,985 pairs from IEDB/IMGT. The task is: Regression. Given a peptide amino acid sequence and an MHC pseudo amino acid sequence, predict their binding affinity value. This is MHC class I binding data. (1) The peptide sequence is EDLYGRLEI. The binding affinity (normalized) is 0.393. The MHC is H-2-Kk with pseudo-sequence H-2-Kk. (2) The peptide sequence is FIIFLFILL. The MHC is HLA-A02:03 with pseudo-sequence HLA-A02:03. The binding affinity (normalized) is 0.357. (3) The peptide sequence is LLDPLYFEV. The MHC is HLA-A02:06 with pseudo-sequence HLA-A02:06. The binding affinity (normalized) is 1.00. (4) The peptide sequence is KRWGFRSGV. The MHC is HLA-B15:01 with pseudo-sequence HLA-B15:01. The binding affinity (normalized) is 0.0847. (5) The peptide sequence is SHDTIGPYY. The MHC is HLA-B08:01 with pseudo-sequence HLA-B08:01. The binding affinity (normalized) is 0.0847. (6) The peptide sequence is RTSKASLER. The MHC is HLA-B40:01 with pseudo-sequence HLA-B40:01. The binding affinity (normalized) is 0. (7) The peptide sequence is MQNCLLRLK. The MHC is HLA-A03:01 with pseudo-sequence HLA-A03:01. The binding affinity (normalized) is 0.576. (8) The peptide sequence is RETVLEYLV. The MHC is HLA-B40:01 with pseudo-sequence HLA-B40:01. The binding affinity (normalized) is 0.444. (9) The peptide sequence is TVFYGVPAW. The MHC is Mamu-B3901 with pseudo-sequence Mamu-B3901. The binding affinity (normalized) is 0.588.